From a dataset of Catalyst prediction with 721,799 reactions and 888 catalyst types from USPTO. Predict which catalyst facilitates the given reaction. (1) Reactant: O.[C:2]1([CH3:12])[CH:7]=[CH:6][C:5]([S:8]([OH:11])(=[O:10])=[O:9])=[CH:4][CH:3]=1.[OH:13][C@H:14]([C:38]1[CH:43]=[CH:42][C:41]([OH:44])=[CH:40][CH:39]=1)[C@@H:15]([NH:17][CH2:18][CH2:19][O:20][C:21]1[C:26]([CH3:27])=[CH:25][C:24]([C:28]2[CH:33]=[CH:32][C:31]([C:34]([OH:36])=[O:35])=[CH:30][CH:29]=2)=[CH:23][C:22]=1[CH3:37])[CH3:16]. Product: [C:2]1([CH3:12])[CH:3]=[CH:4][C:5]([S:8]([OH:11])(=[O:9])=[O:10])=[CH:6][CH:7]=1.[OH:13][C@H:14]([C:38]1[CH:43]=[CH:42][C:41]([OH:44])=[CH:40][CH:39]=1)[C@@H:15]([NH:17][CH2:18][CH2:19][O:20][C:21]1[C:26]([CH3:27])=[CH:25][C:24]([C:28]2[CH:33]=[CH:32][C:31]([C:34]([OH:36])=[O:35])=[CH:30][CH:29]=2)=[CH:23][C:22]=1[CH3:37])[CH3:16]. The catalyst class is: 472. (2) Reactant: [Br:1][CH2:2][C:3](=[O:11])[C:4](=[N:8][O:9][CH3:10])[C:5](O)=[O:6].P(Cl)(Cl)(Cl)(Cl)[Cl:13]. Product: [Br:1][CH2:2][C:3](=[O:11])[C:4](=[N:8][O:9][CH3:10])[C:5]([Cl:13])=[O:6]. The catalyst class is: 4. (3) The catalyst class is: 7. Reactant: CC1C=CC(S(O[CH2:12][CH:13]2[CH2:18][CH2:17][O:16][C:15]([CH3:20])([CH3:19])[CH2:14]2)(=O)=O)=CC=1.[NH3:21]. Product: [CH3:19][C:15]1([CH3:20])[CH2:14][CH:13]([CH2:12][NH2:21])[CH2:18][CH2:17][O:16]1. (4) Reactant: [NH2:1][C:2]1[C:6]2[CH:7]=[CH:8][CH:9]=[CH:10][C:5]=2[O:4][C:3]=1[C:11](=[O:13])[CH3:12].[OH-].[Na+].[CH:16](=O)[C:17]1[CH:22]=[CH:21][CH:20]=[CH:19][CH:18]=1. Product: [C:11]([C:3]1[O:4][C:5]2[CH:10]=[CH:9][CH:8]=[CH:7][C:6]=2[C:2]=1[NH2:1])(=[O:13])[CH:12]=[CH:16][C:17]1[CH:22]=[CH:21][CH:20]=[CH:19][CH:18]=1. The catalyst class is: 5.